Dataset: Antibody developability classification from SAbDab with 2,409 antibodies. Task: Regression/Classification. Given an antibody's heavy chain and light chain sequences, predict its developability. TAP uses regression for 5 developability metrics; SAbDab uses binary classification. (1) The antibody is ['1tjg', 'PROT_09A57F9F']. Result: 0 (not developable). (2) The antibody is ['1tjg', 'PROT_09A57F9F']. Result: 0 (not developable). (3) The antibody is ['1tjg', 'PROT_09A57F9F']. Result: 0 (not developable). (4) The antibody is ['6ayn', 'PROT_D746F282']. Result: 0 (not developable). (5) The antibody is ['QVQLVQSGAEVKKPGSSVKVSCKASGGTFSSYAISWVRQAPGQGLEWMGGIIPIFGTASYAQKFQGRVTITADKSTSTAYMELSSLRSEDTAVYYCARVGYCSSTSCNRGAFDIWGQGTMVTVSS', 'DIQLTQSPSSLSASVGDRVTITCRASQGIRNDLGWYQQKPGKAPKLLIYAASSLQSGVPSRFSGSGSGTDFTLTISSLQPEDFATYYCQQLNSYPLTFGGGTKVEIK']. Result: 1 (developable). (6) The antibody is ['QVQLVQSGAEVKKPGSSVKVSCKASGYSFTDYHIHWVRQAPGQCLEWMGVINPMYGTTDYNQRFKGRVTITADESTSTAYMELSSLRSEDTAVYYCARYDYFTGTGVYWGQGTLVTVSS', 'DIVMTQTPLSLSVTPGQPASISCRSSRSLVHSRGNTYLHWYLQKPGQSPQLLIYKVSNRFIGVPDRFSGSGSGTDFTLKISRVEAEDVGVYYCSQSTHLPFTFGCGTKLEIK']. Result: 0 (not developable). (7) The antibody is ['6ayn', 'PROT_D746F282']. Result: 0 (not developable). (8) The antibody is ['EVQLLESGGGLVQPGGSLRLSCAASGFTFSSYAMSWVRQAPGKGLEWVSAISGSGGSTYYADSVKGRFTISRDNSKNTLYLQMNSLRAEDTAVYYCAKYDGIYGELDFWGQGTLVTVSS', 'EIVLTQSPATLSLSPGERATLSCRASQSVSSYLAWYQQKPGQAPRLLIYDASNRATGIPARFSGSGSGTDFTLTISSLEPEDFAVYYCQQRSNWPLTFGQGTKVEIK']. Result: 0 (not developable). (9) The antibody is ['QVQLQQPGAELVKPGASVKLSCKASGYTFTSYWMHWVKQRPGRGLEWIGRIDPNSGGTKYNEKFKSKATLTVDKPSSTAYMQLSSLTSEDSAVYYCARYDYYGSSYFDYWGQGTTVTVSS', 'AVVTQESALTTSPGETVTLTCRSSTGAVTTSNYANWVQEKPDHLFTGLIGGTNNRAPGVPARFSGSLIGNKAALTITGAQTEDEAIYFCALWYSNHWVFGGGTKLTVL']. Result: 0 (not developable). (10) The antibody is ['EVKLQESGAELVRPGASVKLSCKTSGYIFTSYWIHWVKQRAAAGLEWIARIYPGTGSSYYNVKFKGKATLTADKSSSTAYMQLSSLKSDDSAVYFCVRWGFIPVREDYVLDYWGQGTLVTVSS', 'DIVMTQSPLTLSVTIGQPASISCKSSQSLLYSNGKTYLSWLLQRPGQSPKRLIYLVSKLDSGVPDRFTGSGSGTDFTLKISRVEAADLGLYYCVQGTHFPYTFGGGTKLEIL']. Result: 0 (not developable).